From a dataset of Peptide-MHC class I binding affinity with 185,985 pairs from IEDB/IMGT. Regression. Given a peptide amino acid sequence and an MHC pseudo amino acid sequence, predict their binding affinity value. This is MHC class I binding data. (1) The peptide sequence is FTILEYLYIM. The MHC is HLA-A68:02 with pseudo-sequence HLA-A68:02. The binding affinity (normalized) is 0.290. (2) The peptide sequence is EEVLDVCPLG. The MHC is HLA-B44:03 with pseudo-sequence HLA-B44:03. The binding affinity (normalized) is 0. (3) The peptide sequence is LPEAYQWHI. The MHC is HLA-A24:03 with pseudo-sequence HLA-A24:03. The binding affinity (normalized) is 0.0847. (4) The peptide sequence is MMDLSHFLK. The MHC is HLA-A29:02 with pseudo-sequence HLA-A29:02. The binding affinity (normalized) is 1.00.